From a dataset of Aqueous solubility values for 9,982 compounds from the AqSolDB database. Regression/Classification. Given a drug SMILES string, predict its absorption, distribution, metabolism, or excretion properties. Task type varies by dataset: regression for continuous measurements (e.g., permeability, clearance, half-life) or binary classification for categorical outcomes (e.g., BBB penetration, CYP inhibition). For this dataset (solubility_aqsoldb), we predict Y. (1) The compound is CC12CCC(C1)C(C)(C)C2=O. The Y is -1.85 log mol/L. (2) The molecule is CC(O)COC(C)CO. The Y is 0.872 log mol/L. (3) The Y is -3.68 log mol/L. The compound is Cc1cccc(C)c1N(COCC(C)C)C(=O)CCl. (4) The compound is CCOP(=O)(OCC)OCC(C)C. The Y is -1.18 log mol/L. (5) The drug is Nc1nc(Cl)nc(Nc2ccc(S(=O)(=O)[O-])c(N/N=C3/C(=O)c4c(cc(S(=O)(=O)[O-])c(N=Nc5cc(S(=O)(=O)[O-])ccc5S(=O)(=O)[O-])c4N)C=C3S(=O)(=O)[O-])c2)n1.[Na+].[Na+].[Na+].[Na+].[Na+]. The Y is -0.591 log mol/L. (6) The compound is O=N/C=C1\C=CC=CN1. The Y is -1.00 log mol/L.